Dataset: Full USPTO retrosynthesis dataset with 1.9M reactions from patents (1976-2016). Task: Predict the reactants needed to synthesize the given product. Given the product [C:36]([C:35]1([C:2]2[CH:3]=[CH:4][C:5]([CH:21]([NH:18][C:11](=[O:13])[CH2:10][N:7]3[C:6]4[C:14]([F:15])=[C:2]([F:1])[CH:3]=[CH:4][C:5]=4[N:9]=[CH:8]3)[CH3:22])=[CH:6][CH:14]=2)[CH2:34][CH2:33][CH2:32]1)#[N:37], predict the reactants needed to synthesize it. The reactants are: [F:1][C:2]1[CH:3]=[CH:4][C:5]2[N:9]=[CH:8][N:7]([CH2:10][C:11]([OH:13])=O)[C:6]=2[C:14]=1[F:15].CC[N:18]([CH2:21][CH3:22])CC.CN(C(ON1N=N[C:33]2[CH:34]=[CH:35][CH:36]=[N:37][C:32]1=2)=[N+](C)C)C.F[P-](F)(F)(F)(F)F.O.